Dataset: Full USPTO retrosynthesis dataset with 1.9M reactions from patents (1976-2016). Task: Predict the reactants needed to synthesize the given product. (1) The reactants are: [H-].[Na+].[N+:3]([C:6]1[CH:11]=[CH:10][C:9]([OH:12])=[CH:8][CH:7]=1)([O-:5])=[O:4].[CH2:13]([P:15](Cl)(Cl)=[O:16])[CH3:14]. Given the product [CH2:13]([P:15](=[O:16])([O:12][C:9]1[CH:10]=[CH:11][C:6]([N+:3]([O-:5])=[O:4])=[CH:7][CH:8]=1)[O:12][C:9]1[CH:10]=[CH:11][C:6]([N+:3]([O-:5])=[O:4])=[CH:7][CH:8]=1)[CH3:14], predict the reactants needed to synthesize it. (2) Given the product [F:40][C:4]([F:3])([F:39])[C:5]1[CH:6]=[C:7]([CH:32]=[C:33]([C:35]([F:36])([F:37])[F:38])[CH:34]=1)[CH2:8][NH:9][CH2:15][C:16]1[C:17]([N:23]([CH2:24][CH:25]2[CH2:26][CH2:27]2)[CH2:28][CH:29]2[CH2:31][CH2:30]2)=[N:18][C:19]([F:22])=[CH:20][CH:21]=1, predict the reactants needed to synthesize it. The reactants are: [OH-].[Na+].[F:3][C:4]([F:40])([F:39])[C:5]1[CH:6]=[C:7]([CH:32]=[C:33]([C:35]([F:38])([F:37])[F:36])[CH:34]=1)[CH2:8][N:9]([CH2:15][C:16]1[C:17]([N:23]([CH2:28][CH:29]2[CH2:31][CH2:30]2)[CH2:24][CH:25]2[CH2:27][CH2:26]2)=[N:18][C:19]([F:22])=[CH:20][CH:21]=1)C1NN=NN=1.S(OC)(OC)(=O)=O. (3) Given the product [OH:24][C:19]1[CH:18]=[C:17]([C:15]([C@@H:4]2[C@:5]3([CH3:14])[C@H:10]([C:9]([CH3:13])([CH3:12])[CH2:8][CH2:7][CH2:6]3)[CH2:11][C@@H:2]([NH:1][C:53]([C:52]3[CH:51]=[N:50][C:49]([NH2:48])=[CH:57][CH:56]=3)=[O:54])[C@H:3]2[CH3:25])=[O:16])[CH:22]=[C:21]([OH:23])[CH:20]=1, predict the reactants needed to synthesize it. The reactants are: [NH2:1][C@@H:2]1[CH2:11][C@@H:10]2[C@:5]([CH3:14])([CH2:6][CH2:7][CH2:8][C:9]2([CH3:13])[CH3:12])[C@@H:4]([C:15]([C:17]2[CH:18]=[C:19]([OH:24])[CH:20]=[C:21]([OH:23])[CH:22]=2)=[O:16])[C@@H:3]1[CH3:25].F[B-](F)(F)F.N1(OC(N(C)C)=[N+](C)C)C2C=CC=CC=2N=N1.[NH2:48][C:49]1[CH:57]=[CH:56][C:52]([C:53](O)=[O:54])=[CH:51][N:50]=1.C(N(CC)C(C)C)(C)C.